From a dataset of Reaction yield outcomes from USPTO patents with 853,638 reactions. Predict the reaction yield, written as a fraction of the theoretical maximum amount of product (1.0 means a 100% yield; for example, 0.34 means a 34% yield). (1) The reactants are [CH3:1][C:2]1[C:6]([C:7]2[CH:8]=[C:9]3[C:13](=[CH:14][CH:15]=2)[NH:12][C:11](=[O:16])[C:10]3(O)[C:17]2[CH:22]=[CH:21][CH:20]=[CH:19][CH:18]=2)=[C:5]([CH3:24])[O:4][N:3]=1.[N:25]1C=CC=CC=1.O=S(Cl)Cl. The catalyst is C1COCC1.N.CO.CC(=O)OCC. The product is [NH2:25][C:10]1([C:17]2[CH:22]=[CH:21][CH:20]=[CH:19][CH:18]=2)[C:9]2[C:13](=[CH:14][CH:15]=[C:7]([C:6]3[C:2]([CH3:1])=[N:3][O:4][C:5]=3[CH3:24])[CH:8]=2)[NH:12][C:11]1=[O:16]. The yield is 0.400. (2) The reactants are C1C(=O)N([Br:8])C(=O)C1.[CH2:9]([O:12][C:13]1[CH:18]=[CH:17][C:16]([C:19]2[CH:23]=[C:22]([CH2:24][C:25]([O:27][C:28]([CH3:31])([CH3:30])[CH3:29])=[O:26])[O:21][N:20]=2)=[C:15]([C:32]([F:35])([F:34])[F:33])[CH:14]=1)[CH2:10][CH3:11].BrC(C1ON=C(C2C=CC(OCCC)=CC=2C(F)(F)F)C=1)C(OCC)=O. No catalyst specified. The product is [Br:8][CH:24]([C:22]1[O:21][N:20]=[C:19]([C:16]2[CH:17]=[CH:18][C:13]([O:12][CH2:9][CH2:10][CH3:11])=[CH:14][C:15]=2[C:32]([F:34])([F:35])[F:33])[CH:23]=1)[C:25]([O:27][C:28]([CH3:29])([CH3:30])[CH3:31])=[O:26]. The yield is 0.350. (3) The yield is 0.890. The catalyst is CN(C=O)C. The reactants are [Br:1][C:2]1[C:10]2[C:5](=[N:6][C:7]([S:11]([N:14]([CH2:20][C:21]3[CH:26]=[CH:25][C:24]([O:27][CH3:28])=[CH:23][C:22]=3[O:29][CH3:30])[C:15]3[S:19][N:18]=[CH:17][N:16]=3)(=[O:13])=[O:12])=[CH:8][CH:9]=2)[NH:4][CH:3]=1.[F-].[Cs+].[C:33](O[C:33]([O:35][C:36]([CH3:39])([CH3:38])[CH3:37])=[O:34])([O:35][C:36]([CH3:39])([CH3:38])[CH3:37])=[O:34]. The product is [Br:1][C:2]1[C:10]2[C:5](=[N:6][C:7]([S:11](=[O:12])(=[O:13])[N:14]([CH2:20][C:21]3[CH:26]=[CH:25][C:24]([O:27][CH3:28])=[CH:23][C:22]=3[O:29][CH3:30])[C:15]3[S:19][N:18]=[CH:17][N:16]=3)=[CH:8][CH:9]=2)[N:4]([C:33]([O:35][C:36]([CH3:39])([CH3:38])[CH3:37])=[O:34])[CH:3]=1. (4) The reactants are [F:1][C:2]1[CH:7]=[CH:6][C:5]([NH:8]/[N:9]=[CH:10]/[CH:11]=[C:12]2[C:17](=[O:18])[O:16]C(C)(C)[O:14][C:13]2=O)=[CH:4][CH:3]=1.C[O-].[Na+].Cl.C(Cl)Cl. The catalyst is CO. The product is [F:1][C:2]1[CH:7]=[CH:6][C:5]([N:8]2[C:13](=[O:14])[C:12]([C:17]([OH:16])=[O:18])=[CH:11][CH:10]=[N:9]2)=[CH:4][CH:3]=1. The yield is 0.870. (5) The reactants are [Cl:1][C:2]1[CH:7]=[CH:6][C:5]([NH:8][C:9]2[CH:14]=[CH:13][CH:12]=[CH:11][C:10]=2[C:15](O)([CH3:17])[CH3:16])=[CH:4][CH:3]=1.CS(O)(=O)=O. The catalyst is C1(C)C=CC=CC=1. The product is [Cl:1][C:2]1[CH:7]=[CH:6][C:5]2[NH:8][C:9]3[C:10](=[CH:11][CH:12]=[CH:13][CH:14]=3)[C:15]([CH3:17])([CH3:16])[C:4]=2[CH:3]=1. The yield is 0.890. (6) The reactants are Br[C:2]1[CH:3]=[C:4]([C@H:8]([OH:10])[CH3:9])[CH:5]=[CH:6][CH:7]=1.[CH2:11]([Sn](CCCC)(CCCC)C=C)[CH2:12]CC. The catalyst is C1(C)C=CC=CC=1. The product is [CH:11]([C:2]1[CH:3]=[C:4]([C@H:8]([OH:10])[CH3:9])[CH:5]=[CH:6][CH:7]=1)=[CH2:12]. The yield is 0.890. (7) The reactants are [N+:1]([C:4]1[C:8]([C:9]2[CH:14]=[C:13]([C:15]([F:18])([F:17])[F:16])[CH:12]=[CH:11][C:10]=2[OH:19])=[CH:7][N:6]([CH:20]2[CH2:25][CH2:24][CH2:23][CH2:22][O:21]2)[N:5]=1)([O-:3])=[O:2].C(=O)([O-])[O-].[K+].[K+].[Cl:32][C:33]1[C:34](F)=[CH:35][C:36]([F:55])=[C:37]([S:39]([N:42]([C:50]2[N:51]=[CH:52][S:53][CH:54]=2)[C:43](=[O:49])[O:44][C:45]([CH3:48])([CH3:47])[CH3:46])(=[O:41])=[O:40])[CH:38]=1. The catalyst is CS(C)=O.C(OCC)(=O)C.ClC1C(F)=CC(F)=C(S(N(C2N=CSC=2)C(=O)OC(C)(C)C)(=O)=O)C=1. The product is [Cl:32][C:33]1[C:34]([O:19][C:10]2[CH:11]=[CH:12][C:13]([C:15]([F:17])([F:18])[F:16])=[CH:14][C:9]=2[C:8]2[C:4]([N+:1]([O-:3])=[O:2])=[N:5][N:6]([CH:20]3[CH2:25][CH2:24][CH2:23][CH2:22][O:21]3)[CH:7]=2)=[CH:35][C:36]([F:55])=[C:37]([S:39]([N:42]([C:50]2[N:51]=[CH:52][S:53][CH:54]=2)[C:43](=[O:49])[O:44][C:45]([CH3:48])([CH3:47])[CH3:46])(=[O:41])=[O:40])[CH:38]=1. The yield is 0.700. (8) The reactants are [O:1]([C:8]1[CH:13]=[CH:12][N:11]=[CH:10][C:9]=1[CH2:14][OH:15])[C:2]1[CH:7]=[CH:6][CH:5]=[CH:4][CH:3]=1. The catalyst is C1COCC1.O=[Mn]=O. The product is [O:1]([C:8]1[C:9]([CH:14]=[O:15])=[CH:10][N:11]=[CH:12][CH:13]=1)[C:2]1[CH:3]=[CH:4][CH:5]=[CH:6][CH:7]=1. The yield is 0.950. (9) The reactants are B([O-])([O-])[O-].C[C@H:6](N)[C@H:7]([OH:14])[C:8]1[CH:13]=[CH:12][CH:11]=[CH:10][CH:9]=1.[B]1OC2C(=CC=CC=2)O1.B.C(C1C=CC=CC=1)(=O)C. The catalyst is CCOCC.ClCCl. The product is [C:8]1([C@H:7]([OH:14])[CH3:6])[CH:13]=[CH:12][CH:11]=[CH:10][CH:9]=1. The yield is 1.00. (10) The reactants are [Br:1][C:2]1[CH:10]=[CH:9][C:5]([C:6]([OH:8])=O)=[C:4]([F:11])[C:3]=1[F:12].N1(C(N2C=CN=C2)=O)C=CN=C1.[NH2:25][C:26]1[N:31]=[C:30]([S:32]([NH2:35])(=[O:34])=[O:33])[CH:29]=[CH:28][CH:27]=1.[H-].[Na+]. The catalyst is CN(C)C=O.C(OCC)(=O)C. The product is [NH2:25][C:26]1[N:31]=[C:30]([S:32]([NH:35][C:6](=[O:8])[C:5]2[CH:9]=[CH:10][C:2]([Br:1])=[C:3]([F:12])[C:4]=2[F:11])(=[O:34])=[O:33])[CH:29]=[CH:28][CH:27]=1. The yield is 0.860.